This data is from Forward reaction prediction with 1.9M reactions from USPTO patents (1976-2016). The task is: Predict the product of the given reaction. Given the reactants Cl[C:2]1[N:7]=[C:6]([C:8]2[CH:13]=[CH:12][N:11]=[C:10](Cl)[N:9]=2)[N:5]=[CH:4][N:3]=1.[NH2:15][C:16]1[CH:17]=[CH:18][C:19]([C:22]#[N:23])=[N:20][CH:21]=1.[CH3:24][O:25][CH2:26][C@@H:27]([NH2:29])[CH3:28], predict the reaction product. The product is: [CH3:24][O:25][CH2:26][C@@H:27]([NH:29][C:10]1[N:9]=[C:8]([C:6]2[N:5]=[CH:4][N:3]=[C:2]([NH:15][C:16]3[CH:17]=[CH:18][C:19]([C:22]#[N:23])=[N:20][CH:21]=3)[N:7]=2)[CH:13]=[CH:12][N:11]=1)[CH3:28].